Predict the product of the given reaction. From a dataset of Forward reaction prediction with 1.9M reactions from USPTO patents (1976-2016). Given the reactants B(Br)(Br)Br.C[O:6][C:7]1[CH:8]=[C:9]2[C:14](=[CH:15][CH:16]=1)[CH:13]=[C:12]([CH2:17][CH2:18][NH:19][S:20]([CH3:23])(=[O:22])=[O:21])[CH:11]=[CH:10]2, predict the reaction product. The product is: [OH:6][C:7]1[CH:8]=[C:9]2[C:14](=[CH:15][CH:16]=1)[CH:13]=[C:12]([CH2:17][CH2:18][NH:19][S:20]([CH3:23])(=[O:22])=[O:21])[CH:11]=[CH:10]2.